This data is from Catalyst prediction with 721,799 reactions and 888 catalyst types from USPTO. The task is: Predict which catalyst facilitates the given reaction. (1) Product: [C:2]1([C:1]2[CH:19]=[CH:20][N:9]3[C:8]=2[CH2:12][CH2:11][CH2:10]3)[CH:7]=[CH:6][CH:5]=[CH:4][CH:3]=1. Reactant: [CH2:1]([C:8]1[CH2:12][CH2:11][CH2:10][N:9]=1)[C:2]1[CH:7]=[CH:6][CH:5]=[CH:4][CH:3]=1.C([O-])(O)=O.[Na+].Cl[CH2:19][CH:20]=O. The catalyst class is: 5. (2) Reactant: [Cl:1][C:2]1[CH:3]=[CH:4][C:5]2[N:11]([CH2:12][C:13]([CH3:17])([CH3:16])[CH2:14][OH:15])[C:10](=[O:18])[C@@H:9]([CH2:19][C:20](O)=[O:21])[O:8][C@H:7]([C:23]3[CH:28]=[CH:27][CH:26]=[C:25]([O:29][CH3:30])[C:24]=3[O:31][CH3:32])[C:6]=2[CH:33]=1.Cl.[NH2:35][CH2:36][CH2:37][C:38]1[CH:43]=[CH:42][C:41]([O:44][CH2:45][C:46]([O:48][CH2:49][CH3:50])=[O:47])=[CH:40][CH:39]=1.P(C#N)(OCC)(OCC)=O.C(N(CC)CC)C. Product: [Cl:1][C:2]1[CH:3]=[CH:4][C:5]2[N:11]([CH2:12][C:13]([CH3:16])([CH3:17])[CH2:14][OH:15])[C:10](=[O:18])[C@@H:9]([CH2:19][C:20]([NH:35][CH2:36][CH2:37][C:38]3[CH:39]=[CH:40][C:41]([O:44][CH2:45][C:46]([O:48][CH2:49][CH3:50])=[O:47])=[CH:42][CH:43]=3)=[O:21])[O:8][C@H:7]([C:23]3[CH:28]=[CH:27][CH:26]=[C:25]([O:29][CH3:30])[C:24]=3[O:31][CH3:32])[C:6]=2[CH:33]=1. The catalyst class is: 42. (3) Reactant: [F:1][CH:2]([F:26])[C:3]1[CH:8]=[CH:7][N:6]=[C:5]([NH:9][C:10]2[CH:15]=[C:14](B3OC(C)(C)C(C)(C)O3)[CH:13]=[C:12]([CH3:25])[CH:11]=2)[N:4]=1.[CH2:27]([O:34][CH2:35][CH:36]1[CH:40]([CH2:41][N:42]2[CH:46]=[C:45](Br)[CH:44]=[N:43]2)[O:39][C:38](=[O:48])[NH:37]1)[C:28]1[CH:33]=[CH:32][CH:31]=[CH:30][CH:29]=1.[O-]P([O-])([O-])=O.[K+].[K+].[K+]. Product: [CH2:27]([O:34][CH2:35][CH:36]1[CH:40]([CH2:41][N:42]2[CH:46]=[C:45]([C:14]3[CH:13]=[C:12]([CH3:25])[CH:11]=[C:10]([NH:9][C:5]4[N:4]=[C:3]([CH:2]([F:1])[F:26])[CH:8]=[CH:7][N:6]=4)[CH:15]=3)[CH:44]=[N:43]2)[O:39][C:38](=[O:48])[NH:37]1)[C:28]1[CH:33]=[CH:32][CH:31]=[CH:30][CH:29]=1. The catalyst class is: 38. (4) Reactant: C(NC(C)C)(C)C.C([Li])CCC.[CH:13]1([C:19]#[N:20])[CH2:18][CH2:17][CH2:16][CH2:15][CH2:14]1.[CH2:21]=[O:22]. Product: [OH:22][CH2:21][C:13]1([C:19]#[N:20])[CH2:18][CH2:17][CH2:16][CH2:15][CH2:14]1. The catalyst class is: 7. (5) The catalyst class is: 118. Reactant: C1C=CC(P(C2C=CC=CC=2)C2C=CC=CC=2)=CC=1.[CH2:20]([O:22][C:23]([C:25]12[CH2:42][CH:41]1[CH:40]=[CH:39][CH2:38][CH2:37][CH2:36][CH2:35][N:34]([CH3:43])[C:33](=[O:44])[N:32]1[CH:28]([CH2:29][CH:30]([OH:45])[CH2:31]1)[C:27](=[O:46])[NH:26]2)=[O:24])[CH3:21].[F:47][C:48]1[CH:49]=[C:50]([C:54]2[N:63]=[C:62](O)[C:61]3[C:56](=[C:57]([CH3:67])[C:58]([O:65][CH3:66])=[CH:59][CH:60]=3)[N:55]=2)[CH:51]=[CH:52][CH:53]=1.N#N.CC(OC(/N=N/C(OC(C)C)=O)=O)C. Product: [CH2:20]([O:22][C:23]([C:25]12[CH2:42][CH:41]1[CH:40]=[CH:39][CH2:38][CH2:37][CH2:36][CH2:35][N:34]([CH3:43])[C:33](=[O:44])[N:32]1[CH:28]([CH2:29][CH:30]([O:45][C:62]3[C:61]4[C:56](=[C:57]([CH3:67])[C:58]([O:65][CH3:66])=[CH:59][CH:60]=4)[N:55]=[C:54]([C:50]4[CH:51]=[CH:52][CH:53]=[C:48]([F:47])[CH:49]=4)[N:63]=3)[CH2:31]1)[C:27](=[O:46])[NH:26]2)=[O:24])[CH3:21].